This data is from NCI-60 drug combinations with 297,098 pairs across 59 cell lines. The task is: Regression. Given two drug SMILES strings and cell line genomic features, predict the synergy score measuring deviation from expected non-interaction effect. (1) Drug 1: COC1=C(C=C2C(=C1)N=CN=C2NC3=CC(=C(C=C3)F)Cl)OCCCN4CCOCC4. Drug 2: C1C(C(OC1N2C=NC3=C2NC=NCC3O)CO)O. Cell line: NCI-H460. Synergy scores: CSS=19.7, Synergy_ZIP=-6.77, Synergy_Bliss=-0.251, Synergy_Loewe=-10.0, Synergy_HSA=0.812. (2) Drug 1: CC1=CC2C(CCC3(C2CCC3(C(=O)C)OC(=O)C)C)C4(C1=CC(=O)CC4)C. Drug 2: C1=NC(=NC(=O)N1C2C(C(C(O2)CO)O)O)N. Cell line: NCIH23. Synergy scores: CSS=-1.35, Synergy_ZIP=0.433, Synergy_Bliss=-0.415, Synergy_Loewe=-4.96, Synergy_HSA=-3.01. (3) Drug 1: CCN(CC)CCNC(=O)C1=C(NC(=C1C)C=C2C3=C(C=CC(=C3)F)NC2=O)C. Drug 2: CN(C(=O)NC(C=O)C(C(C(CO)O)O)O)N=O. Cell line: SNB-75. Synergy scores: CSS=-9.44, Synergy_ZIP=3.90, Synergy_Bliss=-3.27, Synergy_Loewe=-13.2, Synergy_HSA=-13.0. (4) Drug 1: CCC1=CC2CC(C3=C(CN(C2)C1)C4=CC=CC=C4N3)(C5=C(C=C6C(=C5)C78CCN9C7C(C=CC9)(C(C(C8N6C)(C(=O)OC)O)OC(=O)C)CC)OC)C(=O)OC.C(C(C(=O)O)O)(C(=O)O)O. Drug 2: C1=CC=C(C(=C1)C(C2=CC=C(C=C2)Cl)C(Cl)Cl)Cl. Cell line: CCRF-CEM. Synergy scores: CSS=49.6, Synergy_ZIP=2.46, Synergy_Bliss=4.95, Synergy_Loewe=-43.9, Synergy_HSA=5.89. (5) Drug 1: CC1=C(C=C(C=C1)C(=O)NC2=CC(=CC(=C2)C(F)(F)F)N3C=C(N=C3)C)NC4=NC=CC(=N4)C5=CN=CC=C5. Drug 2: CCC1=C2CN3C(=CC4=C(C3=O)COC(=O)C4(CC)O)C2=NC5=C1C=C(C=C5)O. Cell line: SK-MEL-28. Synergy scores: CSS=-4.32, Synergy_ZIP=5.31, Synergy_Bliss=5.36, Synergy_Loewe=-21.9, Synergy_HSA=-11.5. (6) Drug 1: CC1C(C(CC(O1)OC2CC(CC3=C2C(=C4C(=C3O)C(=O)C5=C(C4=O)C(=CC=C5)OC)O)(C(=O)CO)O)N)O.Cl. Drug 2: C(CN)CNCCSP(=O)(O)O. Cell line: RXF 393. Synergy scores: CSS=2.16, Synergy_ZIP=-1.68, Synergy_Bliss=-1.16, Synergy_Loewe=-1.79, Synergy_HSA=-1.16. (7) Drug 1: COC1=NC(=NC2=C1N=CN2C3C(C(C(O3)CO)O)O)N. Drug 2: CCC1(CC2CC(C3=C(CCN(C2)C1)C4=CC=CC=C4N3)(C5=C(C=C6C(=C5)C78CCN9C7C(C=CC9)(C(C(C8N6C)(C(=O)OC)O)OC(=O)C)CC)OC)C(=O)OC)O.OS(=O)(=O)O. Cell line: SR. Synergy scores: CSS=79.3, Synergy_ZIP=-0.626, Synergy_Bliss=-1.38, Synergy_Loewe=-2.60, Synergy_HSA=-0.823. (8) Drug 1: CC(C)CN1C=NC2=C1C3=CC=CC=C3N=C2N. Drug 2: C(CN)CNCCSP(=O)(O)O. Cell line: BT-549. Synergy scores: CSS=-0.628, Synergy_ZIP=-1.45, Synergy_Bliss=-4.71, Synergy_Loewe=-3.69, Synergy_HSA=-5.33.